Dataset: NCI-60 drug combinations with 297,098 pairs across 59 cell lines. Task: Regression. Given two drug SMILES strings and cell line genomic features, predict the synergy score measuring deviation from expected non-interaction effect. (1) Drug 1: CC1=C2C(C(=O)C3(C(CC4C(C3C(C(C2(C)C)(CC1OC(=O)C(C(C5=CC=CC=C5)NC(=O)C6=CC=CC=C6)O)O)OC(=O)C7=CC=CC=C7)(CO4)OC(=O)C)O)C)OC(=O)C. Drug 2: CN(CCCl)CCCl.Cl. Cell line: MOLT-4. Synergy scores: CSS=31.2, Synergy_ZIP=11.5, Synergy_Bliss=18.4, Synergy_Loewe=-11.4, Synergy_HSA=-4.20. (2) Drug 1: CN(C)C1=NC(=NC(=N1)N(C)C)N(C)C. Drug 2: C1=CC(=CC=C1C#N)C(C2=CC=C(C=C2)C#N)N3C=NC=N3. Cell line: SK-MEL-5. Synergy scores: CSS=-6.91, Synergy_ZIP=3.37, Synergy_Bliss=-0.819, Synergy_Loewe=-6.94, Synergy_HSA=-6.98.